From a dataset of Forward reaction prediction with 1.9M reactions from USPTO patents (1976-2016). Predict the product of the given reaction. (1) Given the reactants [C:1]12([NH2:11])[CH2:10][CH:5]3[CH2:6][CH:7]([CH2:9][CH:3]([CH2:4]3)[CH2:2]1)[CH2:8]2.[CH3:12][C:13]1[CH:17]=[CH:16][S:15][C:14]=1[CH:18]=O, predict the reaction product. The product is: [CH3:12][C:13]1[CH:17]=[CH:16][S:15][C:14]=1[CH2:18][NH:11][C:1]12[CH2:8][CH:7]3[CH2:6][CH:5]([CH2:4][CH:3]([CH2:9]3)[CH2:2]1)[CH2:10]2. (2) Given the reactants [NH2:1][CH2:2][CH2:3][N:4]1[C:13]2[C:8](=[N:9][CH:10]=[C:11]([CH2:14][C:15]3[CH:20]=[CH:19][C:18]([F:21])=[CH:17][CH:16]=3)[CH:12]=2)[C:7]([OH:22])=[C:6]([C:23]([NH:25][CH2:26][CH2:27][CH2:28][N:29]2[CH2:34][CH2:33][O:32][CH2:31][CH2:30]2)=[O:24])[C:5]1=[O:35].C(N(C(C)C)CC)(C)C.[CH3:45][S:46](Cl)(=[O:48])=[O:47], predict the reaction product. The product is: [F:21][C:18]1[CH:17]=[CH:16][C:15]([CH2:14][C:11]2[CH:12]=[C:13]3[C:8]([C:7]([OH:22])=[C:6]([C:23]([NH:25][CH2:26][CH2:27][CH2:28][N:29]4[CH2:30][CH2:31][O:32][CH2:33][CH2:34]4)=[O:24])[C:5](=[O:35])[N:4]3[CH2:3][CH2:2][NH:1][S:46]([CH3:45])(=[O:48])=[O:47])=[N:9][CH:10]=2)=[CH:20][CH:19]=1. (3) Given the reactants [OH:1][C:2]1[CH:9]=[C:8]([NH:10][C:11]2[S:12][CH:13]=[CH:14][N:15]=2)[CH:7]=[CH:6][C:3]=1[C:4]#[N:5].C([O-])([O-])=O.[Cs+].[Cs+].Br[CH2:23][C:24]1[S:25][CH:26]=[CH:27][N:28]=1, predict the reaction product. The product is: [C:4]([C:3]1[CH:6]=[CH:7][C:8]([NH:10][C:11]2[S:12][CH:13]=[CH:14][N:15]=2)=[CH:9][C:2]=1[O:1][CH2:23][C:24]1[S:25][CH:26]=[CH:27][N:28]=1)#[N:5]. (4) Given the reactants [CH2:1]([C@H:8]([CH2:12][C:13]([O:15]C(C)(C)C)=[O:14])[C:9]([OH:11])=O)[C:2]1[CH:7]=[CH:6][CH:5]=[CH:4][CH:3]=1.[F:20][C:21]1[CH:26]=[CH:25][CH:24]=[CH:23][C:22]=1[C:27]1[N:28]=[C:29]([NH2:32])[S:30][CH:31]=1, predict the reaction product. The product is: [CH2:1]([C@@H:8]([C:9]([NH:32][C:29]1[S:30][CH:31]=[C:27]([C:22]2[CH:23]=[CH:24][CH:25]=[CH:26][C:21]=2[F:20])[N:28]=1)=[O:11])[CH2:12][C:13]([OH:15])=[O:14])[C:2]1[CH:3]=[CH:4][CH:5]=[CH:6][CH:7]=1. (5) Given the reactants [NH2:1][C:2]1[CH:29]([CH3:30])[CH:6]2[CH2:7][C:8]([CH2:11][C:12]3[CH2:13][CH2:14][N:15]([C:18]4[CH:23]=[CH:22][C:21]([N:24]5[CH:28]=[CH:27][N:26]=[CH:25]5)=[CH:20][CH:19]=4)[CH2:16][CH:17]=3)([CH3:10])[O:9][C:5]2=[C:4]([CH3:31])[C:3]=1[CH3:32].C(O)C.C(O)(=O)C.[OH-].[Na+], predict the reaction product. The product is: [NH2:1][C:2]1[CH:29]([CH3:30])[CH:6]2[CH2:7][C:8]([CH2:11][CH:12]3[CH2:17][CH2:16][N:15]([C:18]4[CH:19]=[CH:20][C:21]([N:24]5[CH:28]=[CH:27][N:26]=[CH:25]5)=[CH:22][CH:23]=4)[CH2:14][CH2:13]3)([CH3:10])[O:9][C:5]2=[C:4]([CH3:31])[C:3]=1[CH3:32]. (6) Given the reactants [F:1][C:2]([C:5]1[CH:9]=[C:8]([NH2:10])[N:7]([C:11]2[CH:16]=[CH:15][C:14]([O:17][CH3:18])=[CH:13][CH:12]=2)[N:6]=1)([F:4])[CH3:3].[C:19](=[O:28])([O:21][C:22]1[CH:27]=[CH:26][CH:25]=[CH:24][CH:23]=1)N, predict the reaction product. The product is: [F:1][C:2]([C:5]1[CH:9]=[C:8]([NH:10][C:19](=[O:28])[O:21][C:22]2[CH:27]=[CH:26][CH:25]=[CH:24][CH:23]=2)[N:7]([C:11]2[CH:16]=[CH:15][C:14]([O:17][CH3:18])=[CH:13][CH:12]=2)[N:6]=1)([F:4])[CH3:3]. (7) Given the reactants N(C(N1CCCCC1)=O)=NC(N1CCCCC1)=O.[Si:19]([O:36][CH2:37][CH2:38][C@@H:39]([CH3:42])[CH2:40]O)([C:32]([CH3:35])([CH3:34])[CH3:33])([C:26]1[CH:31]=[CH:30][CH:29]=[CH:28][CH:27]=1)[C:20]1[CH:25]=[CH:24][CH:23]=[CH:22][CH:21]=1.[NH:43]([C:51]([O:53][C:54]([CH3:57])([CH3:56])[CH3:55])=[O:52])[C:44]([O:46][C:47]([CH3:50])([CH3:49])[CH3:48])=[O:45].C(P(CCCC)CCCC)CCC, predict the reaction product. The product is: [Si:19]([O:36][CH2:37][CH2:38][C@@H:39]([CH3:42])[CH2:40][N:43]([C:44]([O:46][C:47]([CH3:48])([CH3:49])[CH3:50])=[O:45])[C:51]([O:53][C:54]([CH3:57])([CH3:56])[CH3:55])=[O:52])([C:32]([CH3:33])([CH3:34])[CH3:35])([C:26]1[CH:27]=[CH:28][CH:29]=[CH:30][CH:31]=1)[C:20]1[CH:25]=[CH:24][CH:23]=[CH:22][CH:21]=1. (8) Given the reactants CC([N:5]([CH2:9][CH2:10][CH2:11][CH2:12][NH:13][C:14](=[O:32])[C@H:15]([CH2:28][CH:29]([CH3:31])[CH3:30])[NH:16][C:17]([C:19]1[S:20][C:21]2[CH:27]=[CH:26][CH:25]=[CH:24][C:22]=2[CH:23]=1)=[O:18])C(=O)[O-])(C)C.[ClH:33], predict the reaction product. The product is: [ClH:33].[NH2:5][CH2:9][CH2:10][CH2:11][CH2:12][NH:13][C:14]([C@@H:15]([NH:16][C:17]([C:19]1[S:20][C:21]2[CH:27]=[CH:26][CH:25]=[CH:24][C:22]=2[CH:23]=1)=[O:18])[CH2:28][CH:29]([CH3:30])[CH3:31])=[O:32]. (9) Given the reactants [F:1][C:2]1[CH:7]=[CH:6][CH:5]=[CH:4][C:3]=1[N:8]1[C:12]([C:13]2[CH:18]=[CH:17][N:16]=[CH:15][CH:14]=2)=[C:11]([C:19]([O:21]CC)=O)[N:10]=[N:9]1.O[N:25]=[C:26]([C:28]1[CH:29]=[C:30]2[C:34](=[CH:35][CH:36]=1)[NH:33][N:32]=[CH:31]2)[NH2:27], predict the reaction product. The product is: [F:1][C:2]1[CH:7]=[CH:6][CH:5]=[CH:4][C:3]=1[N:8]1[C:12]([C:13]2[CH:18]=[CH:17][N:16]=[CH:15][CH:14]=2)=[C:11]([C:19]2[O:21][N:25]=[C:26]([C:28]3[CH:29]=[C:30]4[C:34](=[CH:35][CH:36]=3)[NH:33][N:32]=[CH:31]4)[N:27]=2)[N:10]=[N:9]1.